Dataset: Peptide-MHC class II binding affinity with 134,281 pairs from IEDB. Task: Regression. Given a peptide amino acid sequence and an MHC pseudo amino acid sequence, predict their binding affinity value. This is MHC class II binding data. (1) The peptide sequence is GWYLVAATAAAATLR. The MHC is DRB1_1101 with pseudo-sequence DRB1_1101. The binding affinity (normalized) is 0.650. (2) The peptide sequence is MAFLRSVSCLAAAVF. The MHC is HLA-DQA10102-DQB10602 with pseudo-sequence HLA-DQA10102-DQB10602. The binding affinity (normalized) is 0.705. (3) The peptide sequence is PAPMLAAAAGWQTLS. The MHC is HLA-DQA10501-DQB10301 with pseudo-sequence HLA-DQA10501-DQB10301. The binding affinity (normalized) is 0.775. (4) The peptide sequence is ASVMAAVVVGSVLIR. The MHC is H-2-IAd with pseudo-sequence H-2-IAd. The binding affinity (normalized) is 0.544. (5) The peptide sequence is AFKVAATAANAAWAN. The MHC is DRB1_0802 with pseudo-sequence DRB1_0802. The binding affinity (normalized) is 0.829. (6) The peptide sequence is KSSKPLVGPFNFRFMSKGGM. The MHC is HLA-DQA10501-DQB10201 with pseudo-sequence HLA-DQA10501-DQB10201. The binding affinity (normalized) is 0.133.